Dataset: Catalyst prediction with 721,799 reactions and 888 catalyst types from USPTO. Task: Predict which catalyst facilitates the given reaction. (1) Reactant: [NH2:1][C:2]1[N:7]=[C:6]([NH:8][CH:9]2[CH2:14][CH2:13][CH2:12][N:11](C(OC(C)(C)C)=O)[CH2:10]2)[CH:5]=[CH:4][C:3]=1[N+:22]([O-:24])=[O:23].[ClH:25]. Product: [ClH:25].[N+:22]([C:3]1[C:2]([NH2:1])=[N:7][C:6]([NH:8][CH:9]2[CH2:14][CH2:13][CH2:12][NH:11][CH2:10]2)=[CH:5][CH:4]=1)([O-:24])=[O:23]. The catalyst class is: 12. (2) Reactant: [C:1]([C:4]1[CH:9]=[CH:8][C:7]([CH:10]2[CH2:15][CH2:14][N:13]([C:16]([O:18][C:19]([CH3:22])([CH3:21])[CH3:20])=[O:17])[CH2:12][CH2:11]2)=[CH:6][CH:5]=1)([OH:3])=O.C(N(C(C)C)CC)(C)C.CN(C(ON1N=[N:47][C:42]2[CH:43]=[CH:44][CH:45]=NC1=2)=[N+](C)C)C.F[P-](F)(F)(F)(F)F.Cl.C1(CN)CC1. Product: [CH:43]1([CH2:42][NH:47][C:1]([C:4]2[CH:5]=[CH:6][C:7]([CH:10]3[CH2:15][CH2:14][N:13]([C:16]([O:18][C:19]([CH3:20])([CH3:21])[CH3:22])=[O:17])[CH2:12][CH2:11]3)=[CH:8][CH:9]=2)=[O:3])[CH2:45][CH2:44]1. The catalyst class is: 9. (3) Reactant: [CH:1]1([N:7]2[CH2:11][C@@H:10]([C:12]3[CH:17]=[CH:16][CH:15]=[CH:14][CH:13]=3)[N:9]([CH:18]3[CH2:23][CH2:22][N:21]([CH2:24][C:25]4[CH:33]=[CH:32][C:28]([C:29](O)=[O:30])=[CH:27][CH:26]=4)[CH2:20][CH2:19]3)[C:8]2=[O:34])[CH2:6][CH2:5][CH2:4][CH2:3][CH2:2]1.Cl.[CH2:36]([O:38][C:39](=[O:44])[CH2:40][CH2:41][CH2:42][NH2:43])[CH3:37]. Product: [CH2:36]([O:38][C:39](=[O:44])[CH2:40][CH2:41][CH2:42][NH:43][C:29](=[O:30])[C:28]1[CH:32]=[CH:33][C:25]([CH2:24][N:21]2[CH2:22][CH2:23][CH:18]([N:9]3[C@H:10]([C:12]4[CH:13]=[CH:14][CH:15]=[CH:16][CH:17]=4)[CH2:11][N:7]([CH:1]4[CH2:6][CH2:5][CH2:4][CH2:3][CH2:2]4)[C:8]3=[O:34])[CH2:19][CH2:20]2)=[CH:26][CH:27]=1)[CH3:37]. The catalyst class is: 3.